This data is from Reaction yield outcomes from USPTO patents with 853,638 reactions. The task is: Predict the reaction yield, written as a fraction of the theoretical maximum amount of product (1.0 means a 100% yield; for example, 0.34 means a 34% yield). The reactants are [CH3:1][O:2][CH2:3][CH2:4][O:5][CH2:6][CH2:7][O:8][CH2:9][CH2:10][O:11][C@H:12]1[CH2:16][CH2:15][NH:14][CH2:13]1.[CH2:17]([O:24][C:25]([NH:27][C@@H:28]([C:32]1[CH:37]=[CH:36][CH:35]=[CH:34][CH:33]=1)[C:29](O)=[O:30])=[O:26])[C:18]1[CH:23]=[CH:22][CH:21]=[CH:20][CH:19]=1.CCN(C(C)C)C(C)C.F[B-](F)(F)F.N1(OC(N(C)C)=[N+](C)C)C2C=CC=CC=2N=N1. The catalyst is C(#N)C. The product is [CH2:17]([O:24][C:25](=[O:26])[NH:27][C@@H:28]([C:32]1[CH:37]=[CH:36][CH:35]=[CH:34][CH:33]=1)[C:29]([N:14]1[CH2:15][CH2:16][C@H:12]([O:11][CH2:10][CH2:9][O:8][CH2:7][CH2:6][O:5][CH2:4][CH2:3][O:2][CH3:1])[CH2:13]1)=[O:30])[C:18]1[CH:19]=[CH:20][CH:21]=[CH:22][CH:23]=1. The yield is 0.760.